Dataset: Forward reaction prediction with 1.9M reactions from USPTO patents (1976-2016). Task: Predict the product of the given reaction. (1) The product is: [Cl:14][C:15]1[CH:16]=[C:17]2[C:18](=[CH:24][CH:25]=1)[C:19](=[O:20])[N:1]([CH2:2][CH:3]([C:8]1([CH3:13])[O:9][CH2:10][CH2:11][O:12]1)[C:4]([O:6][CH3:7])=[O:5])[C:22]2=[O:21]. Given the reactants [NH2:1][CH2:2][CH:3]([C:8]1([CH3:13])[O:12][CH2:11][CH2:10][O:9]1)[C:4]([O:6][CH3:7])=[O:5].[Cl:14][C:15]1[CH:16]=[C:17]2[C:22](=O)[O:21][C:19](=[O:20])[C:18]2=[CH:24][CH:25]=1, predict the reaction product. (2) Given the reactants [CH2:1]([O:8][C:9]([N:11]1[CH2:17][CH:16]([OH:18])[C@@H:15]([NH:19][C:20](=[O:34])[C@@H:21]([NH:26][C:27]([O:29][C:30]([CH3:33])([CH3:32])[CH3:31])=[O:28])[CH2:22][CH:23]([CH3:25])[CH3:24])[CH2:14][CH2:13][C@H:12]1[CH3:35])=[O:10])[C:2]1[CH:7]=[CH:6][CH:5]=[CH:4][CH:3]=1.CC(C)C[C@H](NC(C1C=C2C(=CC=1)N=CC=C2)=O)C(=O)N[C@H]1CC[C@@H](C)N(S(C2C=CC=CN=2)(=O)=O)CC1O, predict the reaction product. The product is: [CH2:1]([O:8][C:9]([N:11]1[CH2:17][C:16](=[O:18])[C@@H:15]([NH:19][C:20](=[O:34])[C@@H:21]([NH:26][C:27]([O:29][C:30]([CH3:31])([CH3:33])[CH3:32])=[O:28])[CH2:22][CH:23]([CH3:25])[CH3:24])[CH2:14][CH2:13][C@H:12]1[CH3:35])=[O:10])[C:2]1[CH:7]=[CH:6][CH:5]=[CH:4][CH:3]=1. (3) Given the reactants [CH3:1][O:2][C:3]1[CH:4]=[C:5]2[C:10](=[CH:11][C:12]=1[O:13][CH3:14])[N:9]=[CH:8][CH:7]=[C:6]2[O:15][C:16]1[C:22]([CH3:23])=[CH:21][C:19]([NH2:20])=[C:18]([CH3:24])[CH:17]=1.C(N(CC)CC)C.ClC(Cl)(O[C:36](=[O:42])OC(Cl)(Cl)Cl)Cl.[CH2:44]([N:46]([CH2:50][CH3:51])[CH2:47][CH2:48][NH2:49])[CH3:45], predict the reaction product. The product is: [CH2:44]([N:46]([CH2:50][CH3:51])[CH2:47][CH2:48][NH:49][C:36]([NH:20][C:19]1[CH:21]=[C:22]([CH3:23])[C:16]([O:15][C:6]2[C:5]3[C:10](=[CH:11][C:12]([O:13][CH3:14])=[C:3]([O:2][CH3:1])[CH:4]=3)[N:9]=[CH:8][CH:7]=2)=[CH:17][C:18]=1[CH3:24])=[O:42])[CH3:45].